The task is: Regression. Given a peptide amino acid sequence and an MHC pseudo amino acid sequence, predict their binding affinity value. This is MHC class I binding data.. This data is from Peptide-MHC class I binding affinity with 185,985 pairs from IEDB/IMGT. (1) The peptide sequence is QLPKRGVRV. The MHC is HLA-A02:03 with pseudo-sequence HLA-A02:03. The binding affinity (normalized) is 0.319. (2) The peptide sequence is GPRWPRRMP. The MHC is HLA-A01:01 with pseudo-sequence HLA-A01:01. The binding affinity (normalized) is 0.0847.